Task: Predict the reactants needed to synthesize the given product.. Dataset: Full USPTO retrosynthesis dataset with 1.9M reactions from patents (1976-2016) (1) Given the product [NH2:22][C:21]1[C:20]2[CH:19]=[N:18][C:17]([S:23][CH3:24])=[N:16][C:15]=2[N:14]([C@H:11]2[CH2:12][CH2:13][C@H:9]([O:8][Si:7]([C:3]([CH3:6])([CH3:5])[CH3:4])([CH3:26])[CH3:25])[CH2:10]2)[C:28](=[O:29])[CH:27]=1, predict the reactants needed to synthesize it. The reactants are: [H-].[Na+].[C:3]([Si:7]([CH3:26])([CH3:25])[O:8][C@H:9]1[CH2:13][CH2:12][C@H:11]([NH:14][C:15]2[C:20]([C:21]#[N:22])=[CH:19][N:18]=[C:17]([S:23][CH3:24])[N:16]=2)[CH2:10]1)([CH3:6])([CH3:5])[CH3:4].[CH3:27][C:28](OC(C)=O)=[O:29].O.NN. (2) The reactants are: [NH:1]1[C:9]2[C:4](=[C:5]([CH2:10][CH2:11][CH2:12][NH:13][C:14]3[N:19]=[C:18]([CH3:20])[C:17]([C:21]([NH:23][C@@H:24]([CH2:28][NH:29][C:30]([C:32]4[S:33][CH:34]=[CH:35][CH:36]=4)=[O:31])[C:25]([OH:27])=[O:26])=[O:22])=[C:16]([CH3:37])[N:15]=3)[CH:6]=[CH:7][CH:8]=2)[CH:3]=[N:2]1.I[CH:39]([CH3:41])[CH3:40].C(=O)([O-])[O-].[K+].[K+]. Given the product [CH:39]([O:26][C:25](=[O:27])[C@@H:24]([NH:23][C:21]([C:17]1[C:16]([CH3:37])=[N:15][C:14]([NH:13][CH2:12][CH2:11][CH2:10][C:5]2[CH:6]=[CH:7][CH:8]=[C:9]3[C:4]=2[CH:3]=[N:2][NH:1]3)=[N:19][C:18]=1[CH3:20])=[O:22])[CH2:28][NH:29][C:30]([C:32]1[S:33][CH:34]=[CH:35][CH:36]=1)=[O:31])([CH3:41])[CH3:40], predict the reactants needed to synthesize it. (3) Given the product [CH2:1]([O:3][C:4]([C:6]1[CH:10]=[C:9]([OH:27])[N:8]([C:14]2[CH:19]=[CH:18][CH:17]=[CH:16][C:15]=2[Cl:20])[N:7]=1)=[O:5])[CH3:2], predict the reactants needed to synthesize it. The reactants are: [CH2:1]([O:3][C:4]([C:6]1[C:10](C=O)=[C:9](Br)[N:8]([C:14]2[CH:19]=[CH:18][CH:17]=[CH:16][C:15]=2[Cl:20])[N:7]=1)=[O:5])[CH3:2].C(N)(C)C.C(O)(=[O:27])C.C(O[BH-](OC(=O)C)OC(=O)C)(=O)C.[Na+]. (4) Given the product [CH:25]([C@@H:4]1[CH2:3][C:2](=[O:1])[CH2:7][CH2:6][C@@H:5]1[N:8]1[CH2:12][CH2:11][C@H:10]([NH:13][C:14](=[O:23])[O:15][CH2:16][C:17]2[CH:22]=[CH:21][CH:20]=[CH:19][CH:18]=2)[C:9]1=[O:24])([CH3:27])[CH3:26], predict the reactants needed to synthesize it. The reactants are: [OH:1][C@@H:2]1[CH2:7][CH2:6][C@H:5]([N:8]2[CH2:12][CH2:11][C@H:10]([NH:13][C:14](=[O:23])[O:15][CH2:16][C:17]3[CH:22]=[CH:21][CH:20]=[CH:19][CH:18]=3)[C:9]2=[O:24])[C@H:4]([CH:25]([CH3:27])[CH3:26])[CH2:3]1.CC(OI1(OC(C)=O)(OC(C)=O)OC(=O)C2C=CC=CC1=2)=O. (5) Given the product [Br-:66].[CH2:17]([N+:67]1[CH:72]=[CH:71][N:70]=[CH:69][CH:68]=1)[C:20]1[CH:21]=[CH:22][CH:23]=[CH:24][CH:25]=1, predict the reactants needed to synthesize it. The reactants are: C(OCC1OC1)C1OC1.OC1C=CC([C:17]([C:20]2[CH:25]=[CH:24][C:23](O)=[CH:22][CH:21]=2)(C)C)=CC=1.CC(C1C=CC(OCC2OC2)=CC=1)(C1C=CC(OCC2OC2)=CC=1)C.F[Sb-](F)(F)(F)(F)F.C([Br:66])C1C=CC=CC=1.[N:67]1[CH:72]=[CH:71][N:70]=[CH:69][CH:68]=1. (6) The reactants are: [NH2:1][C:2]1[CH:3]=[CH:4][C:5]([F:17])=[C:6]([C@:8]2([CH3:16])[C@@H:13]([F:14])[CH2:12][O:11][C:10]([NH2:15])=[N:9]2)[CH:7]=1.[F:18][CH:19]([F:31])[CH2:20][O:21][C:22]1[CH:23]=[CH:24][C:25]([C:28](O)=[O:29])=[N:26][CH:27]=1. Given the product [NH2:15][C:10]1[O:11][CH2:12][C@H:13]([F:14])[C@:8]([C:6]2[CH:7]=[C:2]([NH:1][C:28]([C:25]3[CH:24]=[CH:23][C:22]([O:21][CH2:20][CH:19]([F:31])[F:18])=[CH:27][N:26]=3)=[O:29])[CH:3]=[CH:4][C:5]=2[F:17])([CH3:16])[N:9]=1, predict the reactants needed to synthesize it. (7) Given the product [N:6]1([CH:4]([CH3:5])[C:3]([NH:13][NH2:14])=[O:11])[CH:10]=[N:9][CH:8]=[N:7]1, predict the reactants needed to synthesize it. The reactants are: CO[C:3](=[O:11])[CH:4]([N:6]1[CH:10]=[N:9][CH:8]=[N:7]1)[CH3:5].O.[NH2:13][NH2:14]. (8) Given the product [Cl:1][C:2]1[CH:3]=[C:4]2[C:8](=[CH:9][CH:10]=1)[CH:7]([N:19]1[CH2:24][CH2:23][NH:22][CH2:21][CH2:20]1)[CH2:6][CH2:5]2, predict the reactants needed to synthesize it. The reactants are: [Cl:1][C:2]1[CH:3]=[C:4]2[C:8](=[CH:9][CH:10]=1)[C:7](=O)[CH2:6][CH2:5]2.C(OC([N:19]1[CH2:24][CH2:23][NH:22][CH2:21][CH2:20]1)=O)(C)(C)C. (9) Given the product [CH3:23][C:21]1[N:20]=[C:19]([O:6][S:3]([C:2]([F:15])([F:14])[F:1])(=[O:5])=[O:4])[C:18]([N+:25]([O-:27])=[O:26])=[C:17]([NH:37][NH:36][C:35]([O:39][C:40]([CH3:43])([CH3:42])[CH3:41])=[O:38])[CH:22]=1, predict the reactants needed to synthesize it. The reactants are: [F:1][C:2]([F:15])([F:14])[S:3]([O:6]S(C(F)(F)F)(=O)=O)(=[O:5])=[O:4].O[C:17]1[CH:22]=[C:21]([CH3:23])[NH:20][C:19](=O)[C:18]=1[N+:25]([O-:27])=[O:26].C(N(CC)CC)C.[C:35]([O:39][C:40]([CH3:43])([CH3:42])[CH3:41])(=[O:38])[NH:36][NH2:37].